Dataset: Catalyst prediction with 721,799 reactions and 888 catalyst types from USPTO. Task: Predict which catalyst facilitates the given reaction. (1) Reactant: F[C:2]1[CH:9]=[CH:8][C:5]([CH:6]=[O:7])=[C:4]([N+:10]([O-:12])=[O:11])[CH:3]=1.[C:13]([O:17][C:18]([N:20]1[CH2:25][CH2:24][NH:23][CH2:22][CH2:21]1)=[O:19])([CH3:16])([CH3:15])[CH3:14].O. Product: [C:13]([O:17][C:18]([N:20]1[CH2:25][CH2:24][N:23]([C:2]2[CH:9]=[CH:8][C:5]([CH:6]=[O:7])=[C:4]([N+:10]([O-:12])=[O:11])[CH:3]=2)[CH2:22][CH2:21]1)=[O:19])([CH3:16])([CH3:14])[CH3:15]. The catalyst class is: 16. (2) Reactant: [CH3:1][S:2][C:3]1[C:4]2[C:5]([CH2:22][C:23]3[CH:28]=[CH:27][C:26]([Cl:29])=[CH:25][CH:24]=3)=[CH:6][N:7]([Si](C(C)C)(C(C)C)C(C)C)[C:8]=2[CH:9]=[CH:10][CH:11]=1.CCCC[N+](CCCC)(CCCC)CCCC.[F-].O. Product: [CH3:1][S:2][C:3]1[C:4]2[C:5]([CH2:22][C:23]3[CH:24]=[CH:25][C:26]([Cl:29])=[CH:27][CH:28]=3)=[CH:6][NH:7][C:8]=2[CH:9]=[CH:10][CH:11]=1. The catalyst class is: 1. (3) Reactant: [Br:1][C:2]1[CH:8]=[CH:7][C:6]([N+:9]([O-:11])=[O:10])=[CH:5][C:3]=1[NH2:4].C[Si]([N-][Si](C)(C)C)(C)C.[Na+].[C:22](O[C:22]([O:24][C:25]([CH3:28])([CH3:27])[CH3:26])=[O:23])([O:24][C:25]([CH3:28])([CH3:27])[CH3:26])=[O:23]. The catalyst class is: 1. Product: [Br:1][C:2]1[CH:8]=[CH:7][C:6]([N+:9]([O-:11])=[O:10])=[CH:5][C:3]=1[NH:4][C:22](=[O:23])[O:24][C:25]([CH3:28])([CH3:27])[CH3:26]. (4) Reactant: [NH2:1][C:2]1[N:3]=[C:4]([N:12]2[CH2:17][CH2:16][NH:15][CH2:14][CH2:13]2)[C:5]2[C:10]([CH3:11])=[CH:9][S:8][C:6]=2[N:7]=1.[CH3:18][N:19]([CH3:29])[C:20]1[CH:25]=[CH:24][C:23]([N:26]=[C:27]=[O:28])=[CH:22][CH:21]=1. Product: [NH2:1][C:2]1[N:3]=[C:4]([N:12]2[CH2:13][CH2:14][N:15]([C:27]([NH:26][C:23]3[CH:24]=[CH:25][C:20]([N:19]([CH3:29])[CH3:18])=[CH:21][CH:22]=3)=[O:28])[CH2:16][CH2:17]2)[C:5]2[C:10]([CH3:11])=[CH:9][S:8][C:6]=2[N:7]=1. The catalyst class is: 545.